Task: Predict the reactants needed to synthesize the given product.. Dataset: Full USPTO retrosynthesis dataset with 1.9M reactions from patents (1976-2016) Given the product [Br:1][C:2]1[CH:3]=[CH:4][C:5]([Cl:10])=[C:6]([OH:8])[CH:7]=1, predict the reactants needed to synthesize it. The reactants are: [Br:1][C:2]1[CH:3]=[CH:4][C:5]([Cl:10])=[C:6]([O:8]C)[CH:7]=1.O.[Cl-].[Na+].